This data is from Forward reaction prediction with 1.9M reactions from USPTO patents (1976-2016). The task is: Predict the product of the given reaction. Given the reactants Br[C:2]1[N:7]=[C:6]([C:8]([O:10][CH3:11])=[O:9])[CH:5]=[CH:4][C:3]=1[F:12].[F:13][C:14]1[CH:15]=[C:16]([N:30]2[CH2:35][CH2:34][O:33][CH2:32][CH2:31]2)[CH:17]=[C:18]([F:29])[C:19]=1B1OC(C)(C)C(C)(C)O1, predict the reaction product. The product is: [F:13][C:14]1[CH:15]=[C:16]([N:30]2[CH2:31][CH2:32][O:33][CH2:34][CH2:35]2)[CH:17]=[C:18]([F:29])[C:19]=1[C:2]1[N:7]=[C:6]([C:8]([O:10][CH3:11])=[O:9])[CH:5]=[CH:4][C:3]=1[F:12].